From a dataset of hERG Central: cardiac toxicity at 1µM, 10µM, and general inhibition. Predict hERG channel inhibition at various concentrations. (1) The drug is c1ccc(Nc2c3c(nc4ncnn24)CCC3)cc1. Results: hERG_inhib (hERG inhibition (general)): blocker. (2) The drug is O=C(NCC(c1cccs1)N1CCOCC1)c1cc(-c2ccc(F)cc2)nc2ccccc12. Results: hERG_inhib (hERG inhibition (general)): blocker. (3) The compound is Cc1ccc(NC(=O)CCNC(=O)c2ccc([N+](=O)[O-])cc2)cc1S(=O)(=O)N(C)C. Results: hERG_inhib (hERG inhibition (general)): blocker. (4) The compound is CC(/C=N\NC(=O)CN1CCN(S(=O)(=O)c2ccc(C)cc2)CC1)=C\c1ccccc1. Results: hERG_inhib (hERG inhibition (general)): blocker. (5) The compound is Cc1cccc(NC(=O)/C(=C\c2cccs2)NC(=O)c2ccccc2)c1. Results: hERG_inhib (hERG inhibition (general)): blocker.